From a dataset of Full USPTO retrosynthesis dataset with 1.9M reactions from patents (1976-2016). Predict the reactants needed to synthesize the given product. (1) Given the product [F:2][C:3]1[C:8]([F:9])=[CH:7][CH:6]=[CH:5][C:4]=1[C@H:10]1[CH2:16][N:15]2[C:17]([CH3:20])=[N:18][CH:19]=[C:14]2[C@H:13]([NH2:21])[CH2:12][CH2:11]1, predict the reactants needed to synthesize it. The reactants are: Cl.[F:2][C:3]1[C:8]([F:9])=[CH:7][CH:6]=[CH:5][C:4]=1[C@H:10]1[CH2:16][N:15]2[C:17]([CH3:20])=[N:18][CH:19]=[C:14]2[C@H:13]([NH:21]C(=O)OC(C)(C)C)[CH2:12][CH2:11]1. (2) The reactants are: [CH3:1][O:2][CH2:3][CH2:4][CH2:5][CH2:6][CH2:7][N:8]1[CH2:13][CH2:12][C:11](=O)[CH2:10][CH2:9]1.Cl.[NH2:16][OH:17]. Given the product [CH3:1][O:2][CH2:3][CH2:4][CH2:5][CH2:6][CH2:7][N:8]1[CH2:13][CH2:12][C:11](=[N:16][OH:17])[CH2:10][CH2:9]1, predict the reactants needed to synthesize it.